Dataset: Full USPTO retrosynthesis dataset with 1.9M reactions from patents (1976-2016). Task: Predict the reactants needed to synthesize the given product. (1) Given the product [CH3:7][O:8][C:9](=[O:42])[NH:10][C@H:11]([C:15]([N:17]1[CH2:21][CH2:20][CH2:19][C@H:18]1[C:22]1[NH:23][CH:24]=[C:25]([C:27]2[CH:28]=[CH:29][C:30]([C:44]3[CH:50]=[CH:49][C:47]([NH2:48])=[CH:46][C:45]=3[Cl:51])=[CH:31][CH:32]=2)[N:26]=1)=[O:16])[CH:12]([CH3:13])[CH3:14], predict the reactants needed to synthesize it. The reactants are: C(=O)([O-])[O-].[Na+].[Na+].[CH3:7][O:8][C:9](=[O:42])[NH:10][C@H:11]([C:15]([N:17]1[CH2:21][CH2:20][CH2:19][C@H:18]1[C:22]1[NH:23][CH:24]=[C:25]([C:27]2[CH:32]=[CH:31][C:30](B3OC(C)(C)C(C)(C)O3)=[CH:29][CH:28]=2)[N:26]=1)=[O:16])[CH:12]([CH3:14])[CH3:13].Br[C:44]1[CH:50]=[CH:49][C:47]([NH2:48])=[CH:46][C:45]=1[Cl:51]. (2) Given the product [CH:11]1[C:10]([C:14]([F:15])([F:16])[F:17])=[CH:9][C:8]([Cl:18])=[C:7]([N:6]2[N:5]=[C:4]([C:19]#[N:20])[C:3]([S+:21]([O-:28])[C:22]([F:25])([F:24])[F:23])=[C:2]2[NH2:1])[C:12]=1[Cl:13], predict the reactants needed to synthesize it. The reactants are: [NH2:1][C:2]1[N:6]([C:7]2[C:12]([Cl:13])=[CH:11][C:10]([C:14]([F:17])([F:16])[F:15])=[CH:9][C:8]=2[Cl:18])[N:5]=[C:4]([C:19]#[N:20])[C:3]=1[S:21][C:22]([F:25])([F:24])[F:23].OO.[OH:28]S(O)(=O)=O. (3) Given the product [Cl:1][C:2]1[CH:9]=[CH:8][CH:7]=[C:6]([F:10])[C:3]=1[CH2:4][N:11]1[CH2:16][CH2:15][NH:14][CH2:13][CH2:12]1, predict the reactants needed to synthesize it. The reactants are: [Cl:1][C:2]1[CH:9]=[CH:8][CH:7]=[C:6]([F:10])[C:3]=1[CH2:4]Cl.[NH:11]1[CH2:16][CH2:15][NH:14][CH2:13][CH2:12]1. (4) Given the product [Cl:1][C:2]1[N:3]=[C:4]([N:26]2[CH2:31][CH2:30][O:29][CH2:28][CH2:27]2)[C:5]2[N:11]=[C:10]([CH2:12][CH:13]3[CH2:18][CH2:17][N:16]([C:19]([O:21][C:22]([CH3:24])([CH3:25])[CH3:23])=[O:20])[CH2:15][CH2:14]3)[CH:9]=[CH:8][C:6]=2[N:7]=1, predict the reactants needed to synthesize it. The reactants are: [Cl:1][C:2]1[N:3]=[C:4]([N:26]2[CH2:31][CH2:30][O:29][CH2:28][CH2:27]2)[C:5]2[N:11]=[C:10]([CH:12]=[C:13]3[CH2:18][CH2:17][N:16]([C:19]([O:21][C:22]([CH3:25])([CH3:24])[CH3:23])=[O:20])[CH2:15][CH2:14]3)[CH:9]=[CH:8][C:6]=2[N:7]=1. (5) Given the product [CH:1]1[C:10]2[C:5](=[CH:6][CH:7]=[C:8]([C:11]3[CH:12]=[C:13]([C:22]([OH:24])=[O:23])[CH:14]=[C:15]([CH:21]=3)[C:16]([OH:18])=[O:17])[CH:9]=2)[CH:4]=[CH:3][C:2]=1[C:27]1[CH:37]=[C:31]([C:32]([OH:34])=[O:33])[CH:30]=[C:29]([CH:28]=1)[C:38]([OH:40])=[O:39], predict the reactants needed to synthesize it. The reactants are: [CH:1]1[C:10]2[C:5](=[CH:6][CH:7]=[C:8]([C:11]3[CH:12]=[C:13]([C:22]([O:24]CC)=[O:23])[CH:14]=[C:15]([CH:21]=3)[C:16]([O:18]CC)=[O:17])[CH:9]=2)[CH:4]=[CH:3][C:2]=1[C:27]1[CH:28]=[C:29]([C:38]([O:40]CC)=[O:39])[CH:30]=[C:31]([CH:37]=1)[C:32]([O:34]CC)=[O:33]. (6) The reactants are: [NH2:1][CH2:2][CH2:3][O:4][C:5]1[CH:22]=[C:21]([C:23]#[N:24])[CH:20]=[CH:19][C:6]=1[CH2:7][NH:8][C:9](=[O:18])[C:10]1[CH:15]=[CH:14][C:13]([F:16])=[C:12]([CH3:17])[CH:11]=1.[C:25]1(=O)[O:30][C:28](=[O:29])[C:27]2=[CH:31][CH:32]=[CH:33][CH:34]=[C:26]12.C(N(CC)CC)C. Given the product [C:23]([C:21]1[CH:20]=[CH:19][C:6]([CH2:7][NH:8][C:9](=[O:18])[C:10]2[CH:15]=[CH:14][C:13]([F:16])=[C:12]([CH3:17])[CH:11]=2)=[C:5]([O:4][CH2:3][CH2:2][N:1]2[C:28](=[O:29])[C:27]3[C:26](=[CH:34][CH:33]=[CH:32][CH:31]=3)[C:25]2=[O:30])[CH:22]=1)#[N:24], predict the reactants needed to synthesize it. (7) Given the product [N:37]1([C:43]([O:1][CH2:2][CH2:3][O:4][C:5]2[CH:6]=[CH:7][C:8]([CH:11]3[CH2:16][CH2:15][N:14]([C:17]([O:19][CH2:20][C:21]([Cl:22])([Cl:23])[Cl:24])=[O:18])[CH2:13][CH:12]3[O:25][CH2:26][C:27]3[CH:36]=[CH:35][C:34]4[C:29](=[CH:30][CH:31]=[CH:32][CH:33]=4)[CH:28]=3)=[CH:9][CH:10]=2)=[O:44])[CH2:42][CH2:41][O:40][CH2:39][CH2:38]1, predict the reactants needed to synthesize it. The reactants are: [OH:1][CH2:2][CH2:3][O:4][C:5]1[CH:10]=[CH:9][C:8]([CH:11]2[CH2:16][CH2:15][N:14]([C:17]([O:19][CH2:20][C:21]([Cl:24])([Cl:23])[Cl:22])=[O:18])[CH2:13][CH:12]2[O:25][CH2:26][C:27]2[CH:36]=[CH:35][C:34]3[C:29](=[CH:30][CH:31]=[CH:32][CH:33]=3)[CH:28]=2)=[CH:7][CH:6]=1.[N:37]1([C:43](Cl)=[O:44])[CH2:42][CH2:41][O:40][CH2:39][CH2:38]1.C([O-])(=O)C.C([O-])(=O)C.C([Sn+2]CCCC)CCC. (8) Given the product [Si:21]([O:24][CH:25]([C:27]1[N:31]=[CH:30][N:29]([C:2]2[CH:10]=[C:9]3[C:5]([C:6]([CH3:16])([CH3:15])[C:7](=[O:14])[N:8]3[CH:11]3[CH2:13][CH2:12]3)=[CH:4][CH:3]=2)[CH:28]=1)[CH3:26])([C:17]([CH3:18])([CH3:19])[CH3:20])([CH3:22])[CH3:23], predict the reactants needed to synthesize it. The reactants are: Br[C:2]1[CH:10]=[C:9]2[C:5]([C:6]([CH3:16])([CH3:15])[C:7](=[O:14])[N:8]2[CH:11]2[CH2:13][CH2:12]2)=[CH:4][CH:3]=1.[C:17]([Si:21]([O:24][CH:25]([C:27]1[NH:31][CH:30]=[N:29][CH:28]=1)[CH3:26])([CH3:23])[CH3:22])([CH3:20])([CH3:19])[CH3:18]. (9) Given the product [OH:26][CH2:25][C:22]1[Se:21][C:20]([C:17]2[Se:16][C:15]([C:12]3[Se:11][C:10]([CH2:8][OH:9])=[CH:14][CH:13]=3)=[CH:19][CH:18]=2)=[CH:24][CH:23]=1, predict the reactants needed to synthesize it. The reactants are: [BH4-].[Na+].C1COCC1.[CH:8]([C:10]1[Se:11][C:12]([C:15]2[Se:16][C:17]([C:20]3[Se:21][C:22]([CH:25]=[O:26])=[CH:23][CH:24]=3)=[CH:18][CH:19]=2)=[CH:13][CH:14]=1)=[O:9].